From a dataset of Forward reaction prediction with 1.9M reactions from USPTO patents (1976-2016). Predict the product of the given reaction. (1) Given the reactants [Si:1]([O:8][CH2:9][C@H:10]1[O:14][C@@H:13]([N:15]2[C:45]3[N:44]=[CH:43][N:42]=[C:19]([NH:20][C:21]([C:36]4[CH:41]=[CH:40][CH:39]=[CH:38][CH:37]=4)([C:30]4[CH:35]=[CH:34][CH:33]=[CH:32][CH:31]=4)[C:22]4[CH:27]=[CH:26][C:25]([O:28][CH3:29])=[CH:24][CH:23]=4)[C:18]=3[N:17]=[CH:16]2)[C@H:12]([O:46]C(=O)CCC(C)=O)[C@@H:11]1[O:54][CH2:55][O:56][C:57](=[O:62])[C:58]([CH3:61])([CH3:60])[CH3:59])([C:4]([CH3:7])([CH3:6])[CH3:5])([CH3:3])[CH3:2].O.NN, predict the reaction product. The product is: [Si:1]([O:8][CH2:9][C@H:10]1[O:14][C@@H:13]([N:15]2[C:45]3[N:44]=[CH:43][N:42]=[C:19]([NH:20][C:21]([C:30]4[CH:31]=[CH:32][CH:33]=[CH:34][CH:35]=4)([C:36]4[CH:41]=[CH:40][CH:39]=[CH:38][CH:37]=4)[C:22]4[CH:23]=[CH:24][C:25]([O:28][CH3:29])=[CH:26][CH:27]=4)[C:18]=3[N:17]=[CH:16]2)[C@H:12]([OH:46])[C@@H:11]1[O:54][CH2:55][O:56][C:57](=[O:62])[C:58]([CH3:61])([CH3:60])[CH3:59])([C:4]([CH3:6])([CH3:7])[CH3:5])([CH3:3])[CH3:2]. (2) Given the reactants [NH2:1][C:2]1[N:10]=[CH:9][CH:8]=[CH:7][C:3]=1[C:4]([OH:6])=O.CCN=C=NCCCN(C)C.[OH-].[Br:23][C:24]1[CH:38]=[CH:37][C:27]([O:28][C:29]2[CH:36]=[CH:35][C:32]([CH2:33][NH2:34])=[CH:31][CH:30]=2)=[CH:26][CH:25]=1.N1C=CC=CC=1, predict the reaction product. The product is: [Br:23][C:24]1[CH:38]=[CH:37][C:27]([O:28][C:29]2[CH:36]=[CH:35][C:32]([CH2:33][NH:34][C:4](=[O:6])[C:3]3[CH:7]=[CH:8][CH:9]=[N:10][C:2]=3[NH2:1])=[CH:31][CH:30]=2)=[CH:26][CH:25]=1.